Dataset: Aqueous solubility values for 9,982 compounds from the AqSolDB database. Task: Regression/Classification. Given a drug SMILES string, predict its absorption, distribution, metabolism, or excretion properties. Task type varies by dataset: regression for continuous measurements (e.g., permeability, clearance, half-life) or binary classification for categorical outcomes (e.g., BBB penetration, CYP inhibition). For this dataset (solubility_aqsoldb), we predict Y. (1) The drug is Brc1ccc(-c2c(Br)c(Br)c(Br)c(Br)c2Br)c(Br)c1Br. The Y is -9.35 log mol/L. (2) The drug is CCOC(=O)NCC(C)C. The Y is -0.768 log mol/L. (3) The compound is COC(OC)OC. The Y is -1.03 log mol/L.